From a dataset of Retrosynthesis with 50K atom-mapped reactions and 10 reaction types from USPTO. Predict the reactants needed to synthesize the given product. (1) Given the product Cc1ccc([N+](=O)[O-])cc1Nc1cc(Cl)ncn1, predict the reactants needed to synthesize it. The reactants are: Cc1ccc([N+](=O)[O-])cc1N.Clc1cc(Cl)ncn1. (2) Given the product COc1cc(C(=O)Nc2ccccc2)ccn1, predict the reactants needed to synthesize it. The reactants are: COc1cc(C(=O)O)ccn1.Nc1ccccc1. (3) Given the product CCC(=O)c1ccc(Cl)cc1Nc1ccccc1Cl, predict the reactants needed to synthesize it. The reactants are: CC[Mg+].CON(C)C(=O)c1ccc(Cl)cc1Nc1ccccc1Cl. (4) Given the product c1ccc(CN2CCC3(CC2)CCN(C2CCC2)C3)cc1, predict the reactants needed to synthesize it. The reactants are: O=C1CCC1.c1ccc(CN2CCC3(CCNC3)CC2)cc1. (5) The reactants are: CC(Br)c1oc(=O)c2ccccc2c1-c1cccc(S(=O)(=O)N2CCOCC2)c1.Nc1ncnc2[nH]cnc12. Given the product CC(c1oc(=O)c2ccccc2c1-c1cccc(S(=O)(=O)N2CCOCC2)c1)n1cnc2c(N)ncnc21, predict the reactants needed to synthesize it.